From a dataset of Catalyst prediction with 721,799 reactions and 888 catalyst types from USPTO. Predict which catalyst facilitates the given reaction. (1) Reactant: [Br:1][C:2]1[CH:7]=[CH:6][C:5]([C:8](=[N:22][O:23][CH2:24][CH3:25])[CH:9]2[CH2:14][CH2:13][N:12]([C:15]3([CH3:21])[CH2:20][CH2:19][NH:18][CH2:17][CH2:16]3)[CH2:11][CH2:10]2)=[CH:4][CH:3]=1.[N:26]1[C:35]2[C:30](=[CH:31][C:32]([C:36](O)=[O:37])=[CH:33][CH:34]=2)[CH:29]=[CH:28][CH:27]=1.CCN(CC)CC.CN(C(ON1N=NC2C=CC=NC1=2)=[N+](C)C)C.F[P-](F)(F)(F)(F)F. Product: [Br:1][C:2]1[CH:7]=[CH:6][C:5](/[C:8](=[N:22]/[O:23][CH2:24][CH3:25])/[CH:9]2[CH2:10][CH2:11][N:12]([C:15]3([CH3:21])[CH2:20][CH2:19][N:18]([C:36]([C:32]4[CH:31]=[C:30]5[C:35](=[CH:34][CH:33]=4)[N:26]=[CH:27][CH:28]=[CH:29]5)=[O:37])[CH2:17][CH2:16]3)[CH2:13][CH2:14]2)=[CH:4][CH:3]=1. The catalyst class is: 3. (2) Reactant: Cl[CH2:2][C:3]1[O:4][C:5]([C:8]2[CH:13]=[CH:12][C:11]([CH3:14])=[CH:10][CH:9]=2)=[N:6][N:7]=1.[Cl:15][C:16]1[CH:21]=[CH:20][CH:19]=[CH:18][C:17]=1[N:22]1[C:26]([C:27]2[CH:32]=[CH:31][C:30]([F:33])=[CH:29][CH:28]=2)=[N:25][N:24]=[C:23]1[SH:34].C([O-])([O-])=O.[K+].[K+]. Product: [C:11]1([CH3:14])[CH:12]=[CH:13][C:8]([C:5]2[O:4][C:3]([CH2:2][S:34][C:23]3[N:22]([C:17]4[CH:18]=[CH:19][CH:20]=[CH:21][C:16]=4[Cl:15])[C:26]([C:27]4[CH:32]=[CH:31][C:30]([F:33])=[CH:29][CH:28]=4)=[N:25][N:24]=3)=[N:7][N:6]=2)=[CH:9][CH:10]=1. The catalyst class is: 10. (3) Reactant: [C:1]([C:5]1O[N:8]=[C:7]([NH:10][C:11]([NH:13][C:14]2[CH:19]=[CH:18][C:17](SC3C=CN=CC=3)=[CH:16][CH:15]=2)=[O:12])[CH:6]=1)([CH3:4])([CH3:3])[CH3:2].[C:27]([C:31]1[O:35]N=[C:33]([N:36]=[C:37]=O)[CH:32]=1)(C)(C)C.[N:39]1C=CC(SC2C=CC(N)=CC=2)=CC=1.N1C=CC=CC=1. Product: [C:1]([C:5]1[CH:6]=[C:7]([NH:10][C:11]([NH:13][C:14]2[CH:15]=[CH:16][C:17]([O:35][C:31]3[CH:27]=[CH:37][N:36]=[CH:33][CH:32]=3)=[CH:18][CH:19]=2)=[O:12])[NH:8][N:39]=1)([CH3:2])([CH3:3])[CH3:4]. The catalyst class is: 674. (4) The catalyst class is: 25. Reactant: CC1C=CC(S([O:11][CH2:12][CH:13]2[CH2:17][CH2:16][CH2:15][O:14]2)(=O)=O)=CC=1.C1(O)C=CC=CC=1.[OH:25][C@@H:26]([C:37]1[CH:42]=[CH:41][CH:40]=[C:39](O)[CH:38]=1)[CH2:27][CH2:28][NH:29][C:30](=[O:36])[O:31][C:32]([CH3:35])([CH3:34])[CH3:33]. Product: [OH:25][C@@H:26]([C:37]1[CH:38]=[CH:39][CH:40]=[C:41]([O:11][CH2:12][CH:13]2[CH2:17][CH2:16][CH2:15][O:14]2)[CH:42]=1)[CH2:27][CH2:28][NH:29][C:30](=[O:36])[O:31][C:32]([CH3:35])([CH3:34])[CH3:33]. (5) Reactant: C[O:2][C:3]([C:5]1[S:12][C:11]2[C:10]([C:13]3[N:14]([C:37]([O:39][C:40]([CH3:43])([CH3:42])[CH3:41])=[O:38])[C:15]4[C:20]([CH:21]=3)=[C:19]([CH2:22][CH2:23][C:24]([OH:27])([CH3:26])[CH3:25])[CH:18]=[C:17]([CH2:28][N:29]([CH3:36])[CH:30]([CH3:35])[C:31]([CH3:34])([CH3:33])[CH3:32])[CH:16]=4)=[N:9][N:8]([C:44]([O:46][C:47]([CH3:50])([CH3:49])[CH3:48])=[O:45])[C:7]=2[CH:6]=1)=O.[H-].C([Al+]CC(C)C)C(C)C. Product: [C:40]([O:39][C:37]([N:14]1[C:15]2[C:20](=[C:19]([CH2:22][CH2:23][C:24]([OH:27])([CH3:25])[CH3:26])[CH:18]=[C:17]([CH2:28][N:29]([CH3:36])[CH:30]([CH3:35])[C:31]([CH3:32])([CH3:33])[CH3:34])[CH:16]=2)[CH:21]=[C:13]1[C:10]1[C:11]2[S:12][C:5]([CH2:3][OH:2])=[CH:6][C:7]=2[N:8]([C:44]([O:46][C:47]([CH3:50])([CH3:49])[CH3:48])=[O:45])[N:9]=1)=[O:38])([CH3:41])([CH3:42])[CH3:43]. The catalyst class is: 7. (6) Reactant: [OH:1][C:2]1[CH:11]=[C:10]([CH3:12])[C:5]2[NH:6][C:7](=[O:9])[O:8][C:4]=2[CH:3]=1.C(=O)([O-])[O-].[K+].[K+].[Cl:19][C:20]1[CH:25]=[C:24](Cl)[N:23]=[CH:22][N:21]=1.O. Product: [Cl:19][C:20]1[N:21]=[CH:22][N:23]=[C:24]([O:1][C:2]2[CH:11]=[C:10]([CH3:12])[C:5]3[NH:6][C:7](=[O:9])[O:8][C:4]=3[CH:3]=2)[CH:25]=1. The catalyst class is: 3. (7) Reactant: [CH3:1][C:2]1[N:6]([CH2:7][CH2:8][CH2:9][C:10]2[CH:15]=[CH:14][C:13]([CH2:16][CH2:17][CH2:18][CH2:19][CH3:20])=[CH:12][CH:11]=2)[C:5]([C:21]2[CH:40]=[CH:39][C:24]([O:25][C@H:26]([CH2:32][C:33]3[CH:38]=[CH:37][CH:36]=[CH:35][CH:34]=3)[C:27]([O:29]CC)=[O:28])=[CH:23][CH:22]=2)=[CH:4][CH:3]=1.[OH-].[K+].Cl. Product: [CH3:1][C:2]1[N:6]([CH2:7][CH2:8][CH2:9][C:10]2[CH:15]=[CH:14][C:13]([CH2:16][CH2:17][CH2:18][CH2:19][CH3:20])=[CH:12][CH:11]=2)[C:5]([C:21]2[CH:22]=[CH:23][C:24]([O:25][C@H:26]([CH2:32][C:33]3[CH:38]=[CH:37][CH:36]=[CH:35][CH:34]=3)[C:27]([OH:29])=[O:28])=[CH:39][CH:40]=2)=[CH:4][CH:3]=1. The catalyst class is: 36. (8) Reactant: C(OC([N:8]1[CH2:12][CH2:11][CH2:10][CH:9]1[C:13]1[NH:14][C:15]([C:18]2[CH:27]=[CH:26][C:25]3[C:20](=[CH:21][CH:22]=[C:23]([Br:28])[CH:24]=3)[CH:19]=2)=[CH:16][N:17]=1)=O)(C)(C)C.Cl.O1CCOCC1.[CH3:36][O:37][C:38]([NH:40][CH:41]([CH:45]([CH3:47])[CH3:46])[C:42](O)=[O:43])=[O:39].P([O-])([O-])([O-])=O.[K+].[K+].[K+].CN(C(ON1N=NC2C=CC=NC1=2)=[N+](C)C)C.F[P-](F)(F)(F)(F)F. Product: [CH3:36][O:37][C:38](=[O:39])[NH:40][CH:41]([C:42]([N:8]1[CH2:12][CH2:11][CH2:10][CH:9]1[C:13]1[NH:14][C:15]([C:18]2[CH:27]=[CH:26][C:25]3[C:20](=[CH:21][CH:22]=[C:23]([Br:28])[CH:24]=3)[CH:19]=2)=[CH:16][N:17]=1)=[O:43])[CH:45]([CH3:47])[CH3:46]. The catalyst class is: 4. (9) Reactant: [N:1]1[CH:6]=[CH:5][CH:4]=[CH:3][C:2]=1[N:7]1[C:11]2[CH:12]=[CH:13][CH:14]=[CH:15][C:10]=2N=N1.[OH-].[Na+]. Product: [N:1]1[C:2]2[NH:7][C:11]3[C:10]([C:3]=2[CH:4]=[CH:5][CH:6]=1)=[CH:15][CH:14]=[CH:13][CH:12]=3. The catalyst class is: 6. (10) Reactant: [F:1][C:2]1[CH:7]=[CH:6][C:5]([CH2:8][C:9]([N:11]2[C@@H:15]([CH:16]([CH3:18])[CH3:17])[CH2:14][O:13][C:12]2=[O:19])=[O:10])=[CH:4][CH:3]=1.[CH3:20][Si]([N-][Si](C)(C)C)(C)C.[Na+].CI.CC(O)=O. Product: [F:1][C:2]1[CH:7]=[CH:6][C:5]([C@H:8]([CH3:20])[C:9]([N:11]2[C@@H:15]([CH:16]([CH3:17])[CH3:18])[CH2:14][O:13][C:12]2=[O:19])=[O:10])=[CH:4][CH:3]=1. The catalyst class is: 116.